Predict the reactants needed to synthesize the given product. From a dataset of Full USPTO retrosynthesis dataset with 1.9M reactions from patents (1976-2016). (1) Given the product [Cl:1][C:2]1[CH:3]=[C:4]2[C:8](=[CH:9][CH:10]=1)[NH:7][CH:6]=[C:5]2[CH:16]([C:15]1[CH:23]=[CH:24][CH:25]=[CH:26][C:14]=1[O:13][CH3:12])[N:17]1[CH2:22][CH2:21][CH2:20][CH2:19][CH2:18]1, predict the reactants needed to synthesize it. The reactants are: [Cl:1][C:2]1[CH:3]=[C:4]2[C:8](=[CH:9][CH:10]=1)[NH:7][CH:6]=[CH:5]2.[Cl-].[CH3:12][O:13][C:14]1[CH:26]=[CH:25][CH:24]=[CH:23][C:15]=1[CH:16]=[N+:17]1[CH2:22][CH2:21][CH2:20][CH2:19][CH2:18]1. (2) Given the product [CH3:11][CH2:12][O:9][C:8]([CH3:7])=[O:10].[C:16]([O:20][CH2:18][CH3:19])(=[O:17])[CH3:15], predict the reactants needed to synthesize it. The reactants are: C(Cl)Cl.ClCCl.[CH3:7][C:8]([OH:10])=[O:9].[C:11](O)(=O)[CH3:12].[CH3:15][CH2:16][OH:17].[CH2:18]([OH:20])[CH3:19].CS(C)=O.CS(C)=O. (3) Given the product [Cl:1][C:2]1[C:3]([O:17][Si:18]([CH:22]([CH3:24])[CH3:23])([CH:25]([CH3:27])[CH3:26])[CH:19]([CH3:20])[CH3:21])=[CH:4][C:5]([O:16][CH2:47][CH:48]2[CH2:50][O:49]2)=[C:6]([NH:8][C:9]([CH:11]2[CH2:15][CH2:14][CH2:13][CH2:12]2)=[O:10])[CH:7]=1, predict the reactants needed to synthesize it. The reactants are: [Cl:1][C:2]1[C:3]([O:17][Si:18]([CH:25]([CH3:27])[CH3:26])([CH:22]([CH3:24])[CH3:23])[CH:19]([CH3:21])[CH3:20])=[CH:4][C:5]([OH:16])=[C:6]([NH:8][C:9]([CH:11]2[CH2:15][CH2:14][CH2:13][CH2:12]2)=[O:10])[CH:7]=1.C(=O)([O-])[O-].[Cs+].[Cs+].[N+](C1C=C(S(O[CH2:47][C@@H:48]2[CH2:50][O:49]2)(=O)=O)C=CC=1)([O-])=O.